From a dataset of Reaction yield outcomes from USPTO patents with 853,638 reactions. Predict the reaction yield, written as a fraction of the theoretical maximum amount of product (1.0 means a 100% yield; for example, 0.34 means a 34% yield). (1) The reactants are [NH:1]1[C:9]2[C:4](=[CH:5][C:6]([CH:10]([C:17]3[CH:22]=[CH:21][CH:20]=[CH:19][CH:18]=3)[CH:11]([CH3:16])[C:12]([O:14]C)=[O:13])=[CH:7][CH:8]=2)[CH:3]=[N:2]1.Cl. The catalyst is [OH-].[Na+].CO.CS(C)=O. The product is [NH:1]1[C:9]2[C:4](=[CH:5][C:6]([CH:10]([C:17]3[CH:18]=[CH:19][CH:20]=[CH:21][CH:22]=3)[CH:11]([CH3:16])[C:12]([OH:14])=[O:13])=[CH:7][CH:8]=2)[CH:3]=[N:2]1. The yield is 0.820. (2) The reactants are [Li]CCCC.[CH3:6][N:7]1[C:11]([CH3:12])=[N:10][N:9]=[C:8]1[C:13]1[CH:18]=[CH:17][N:16]=[CH:15][CH:14]=1.Br[CH:20]([C:22]1[N:26]=[C:25]([C:27]2[CH:32]=[CH:31][CH:30]=[C:29]([Cl:33])[CH:28]=2)[O:24][N:23]=1)[CH3:21]. The catalyst is C1COCC1. The product is [Cl:33][C:29]1[CH:28]=[C:27]([C:25]2[O:24][N:23]=[C:22]([CH:20]([CH3:21])[CH2:12][C:11]3[N:7]([CH3:6])[C:8]([C:13]4[CH:18]=[CH:17][N:16]=[CH:15][CH:14]=4)=[N:9][N:10]=3)[N:26]=2)[CH:32]=[CH:31][CH:30]=1. The yield is 0.100. (3) The reactants are [C:1]([NH:20][C:21]1[NH:25][N:24]=[CH:23][C:22]=1[C:26]#[N:27])([C:14]1[CH:19]=[CH:18][CH:17]=[CH:16][CH:15]=1)([C:8]1[CH:13]=[CH:12][CH:11]=[CH:10][CH:9]=1)[C:2]1[CH:7]=[CH:6][CH:5]=[CH:4][CH:3]=1.Br[C:29]1[CH:36]=[CH:35][CH:34]=[C:33]([N:37]2[N:46]=[CH:45][C:44]3[C:39](=[CH:40][CH:41]=[C:42]([C:47]([CH3:50])([CH3:49])[CH3:48])[CH:43]=3)[C:38]2=[O:51])[C:30]=1[CH:31]=[O:32].C(=O)([O-])[O-].[K+].[K+]. The catalyst is [Cu]I. The product is [C:47]([C:42]1[CH:43]=[C:44]2[C:39](=[CH:40][CH:41]=1)[C:38](=[O:51])[N:37]([C:33]1[C:30]([CH:31]=[O:32])=[C:29]([N:24]3[CH:23]=[C:22]([C:26]#[N:27])[C:21]([NH:20][C:1]([C:2]4[CH:3]=[CH:4][CH:5]=[CH:6][CH:7]=4)([C:14]4[CH:19]=[CH:18][CH:17]=[CH:16][CH:15]=4)[C:8]4[CH:9]=[CH:10][CH:11]=[CH:12][CH:13]=4)=[N:25]3)[CH:36]=[CH:35][CH:34]=1)[N:46]=[CH:45]2)([CH3:50])([CH3:48])[CH3:49]. The yield is 0.370. (4) The reactants are [F:1][C:2]1[CH:3]=[CH:4][C:5]([N:15]2[CH2:20][CH2:19][N:18]([CH3:21])[CH2:17][CH2:16]2)=[C:6]([CH:14]=1)[CH:7]=[C:8]1[CH2:12][CH2:11][NH:10][C:9]1=[O:13]. The catalyst is CO.[Pd]. The product is [F:1][C:2]1[CH:3]=[CH:4][C:5]([N:15]2[CH2:16][CH2:17][N:18]([CH3:21])[CH2:19][CH2:20]2)=[C:6]([CH:14]=1)[CH2:7][CH:8]1[CH2:12][CH2:11][NH:10][C:9]1=[O:13]. The yield is 0.980. (5) The reactants are [I:1]N1C(=O)CCC1=O.[Cl:9][C:10]1[CH:17]=[C:14]([CH:15]=[O:16])[C:13]([OH:18])=[CH:12][CH:11]=1. The catalyst is CN(C)C=O.C(OCC)(=O)C. The product is [I:1][C:12]1[CH:11]=[C:10]([Cl:9])[CH:17]=[C:14]([CH:15]=[O:16])[C:13]=1[OH:18]. The yield is 0.900. (6) The reactants are [C:1]([O:5][C:6](=[O:18])[CH2:7][N:8]1[C:16]2[C:11](=[CH:12][CH:13]=[C:14]([OH:17])[CH:15]=2)[CH:10]=[CH:9]1)([CH3:4])([CH3:3])[CH3:2].[CH3:19][C:20]1[C:25]([CH2:26]O)=[CH:24][CH:23]=[C:22]([C:28]2[CH:33]=[CH:32][C:31]([C:34]([F:37])([F:36])[F:35])=[CH:30][CH:29]=2)[N:21]=1.C(P(CCCC)CCCC)CCC.CN(C)C(N=NC(N(C)C)=O)=O. The catalyst is O1CCCC1. The product is [C:1]([O:5][C:6](=[O:18])[CH2:7][N:8]1[C:16]2[C:11](=[CH:12][CH:13]=[C:14]([O:17][CH2:26][C:25]3[C:20]([CH3:19])=[N:21][C:22]([C:28]4[CH:29]=[CH:30][C:31]([C:34]([F:37])([F:35])[F:36])=[CH:32][CH:33]=4)=[CH:23][CH:24]=3)[CH:15]=2)[CH:10]=[CH:9]1)([CH3:4])([CH3:2])[CH3:3]. The yield is 0.750.